Task: Predict the product of the given reaction.. Dataset: Forward reaction prediction with 1.9M reactions from USPTO patents (1976-2016) (1) Given the reactants [CH3:1][C:2]1[CH:7]=[CH:6][CH:5]=[C:4]([CH3:8])[C:3]=1[C:9]1[CH:18]=[CH:17][C:16]2[C:15]([NH2:19])=[N:14][C:13]3[CH:20]=[CH:21][CH:22]=[CH:23][C:12]=3[C:11]=2[N:10]=1.I[C:25]1[CH:30]=[CH:29][CH:28]=[CH:27][C:26]=1I.CNCCNC.C(=O)([O-])[O-].[Cs+].[Cs+], predict the reaction product. The product is: [CH3:1][C:2]1[CH:7]=[CH:6][CH:5]=[C:4]([CH3:8])[C:3]=1[C:9]1[CH:18]=[CH:17][C:16]2[C:15]3=[N:19][C:25]4[CH:30]=[CH:29][CH:28]=[CH:27][C:26]=4[N:14]3[C:13]3[CH:20]=[CH:21][CH:22]=[CH:23][C:12]=3[C:11]=2[N:10]=1. (2) The product is: [CH2:2]([C:14]1[CH:15]=[C:16]([CH:21]=[C:22]([CH3:29])[C:23]=1[NH:24][S:25]([CH3:28])(=[O:27])=[O:26])[C:17]([NH:19][OH:20])=[NH:18])[CH3:3]. Given the reactants N[C:2]1C(C)=CC(C#N)=C[C:3]=1CC.Cl[C:14]1[CH:15]=[C:16]([CH:21]=[C:22]([CH3:29])[C:23]=1[NH:24][S:25]([CH3:28])(=[O:27])=[O:26])[C:17]([NH:19][OH:20])=[NH:18], predict the reaction product. (3) Given the reactants [NH2:1][C:2]1[CH:7]=[C:6]([O:8][C:9]2[CH:18]=[C:17]3[C:12]([CH2:13][CH2:14][CH:15]([C:19]([OH:21])=O)[CH2:16]3)=[CH:11][CH:10]=2)[CH:5]=[CH:4][N:3]=1.[NH2:22][C:23]1[CH:24]=[C:25]([CH:35]=[C:36]([C:38]([F:41])([F:40])[F:39])[CH:37]=1)[CH2:26][NH:27][C:28](=[O:34])[O:29][C:30]([CH3:33])([CH3:32])[CH3:31].CCN=C=NCCCN(C)C, predict the reaction product. The product is: [NH2:1][C:2]1[CH:7]=[C:6]([O:8][C:9]2[CH:18]=[C:17]3[C:12]([CH2:13][CH2:14][CH:15]([C:19]([NH:22][C:23]4[CH:24]=[C:25]([CH:35]=[C:36]([C:38]([F:39])([F:40])[F:41])[CH:37]=4)[CH2:26][NH:27][C:28](=[O:34])[O:29][C:30]([CH3:33])([CH3:32])[CH3:31])=[O:21])[CH2:16]3)=[CH:11][CH:10]=2)[CH:5]=[CH:4][N:3]=1. (4) The product is: [NH2:11][C@H:12]1[CH2:16][CH2:15][N:14]([C@H:17]2[CH2:22][CH2:21][C@@H:20]([NH:23][C:24](=[O:30])[O:25][C:26]([CH3:29])([CH3:28])[CH3:27])[CH2:19][C@H:18]2[CH2:31][S:32]([CH3:35])(=[O:34])=[O:33])[C:13]1=[O:36]. Given the reactants C(OC([NH:11][C@H:12]1[CH2:16][CH2:15][N:14]([C@H:17]2[CH2:22][CH2:21][C@@H:20]([NH:23][C:24](=[O:30])[O:25][C:26]([CH3:29])([CH3:28])[CH3:27])[CH2:19][C@H:18]2[CH2:31][S:32]([CH3:35])(=[O:34])=[O:33])[C:13]1=[O:36])=O)C1C=CC=CC=1, predict the reaction product.